Dataset: Forward reaction prediction with 1.9M reactions from USPTO patents (1976-2016). Task: Predict the product of the given reaction. (1) The product is: [OH:8][CH2:9][CH:10]1[CH2:14][CH2:13][S:12](=[O:16])(=[O:15])[NH:11]1. Given the reactants C([O:8][CH2:9][CH:10]1[CH2:14][CH2:13][S:12](=[O:16])(=[O:15])[NH:11]1)C1C=CC=CC=1, predict the reaction product. (2) Given the reactants C1CCN(C(N=NC(N2CCCCC2)=O)=O)CC1.C1C=CC(P(C2C=CC=CC=2)C2C=CC=CC=2)=CC=1.[CH2:38]([O:40][C:41](=[O:53])[CH2:42][C@H:43]1[C:51]2[C:46](=[CH:47][C:48]([OH:52])=[CH:49][CH:50]=2)[CH2:45][CH2:44]1)[CH3:39].[CH3:54][C:55]1[N:56]=[C:57]([C:63]2[CH:68]=[CH:67][CH:66]=[CH:65][CH:64]=2)[O:58][C:59]=1[CH2:60][CH2:61]O, predict the reaction product. The product is: [CH3:54][C:55]1[N:56]=[C:57]([C:63]2[CH:68]=[CH:67][CH:66]=[CH:65][CH:64]=2)[O:58][C:59]=1[CH2:60][CH2:61][O:52][C:48]1[CH:47]=[C:46]2[C:51](=[CH:50][CH:49]=1)[C@H:43]([CH2:42][C:41]([O:40][CH2:38][CH3:39])=[O:53])[CH2:44][CH2:45]2. (3) Given the reactants [CH:1]1[C:6]([OH:7])=[CH:5][CH:4]=[C:3]([CH3:8])[CH:2]=1.[CH2:9]=[CH:10][CH:11]=[CH2:12], predict the reaction product. The product is: [CH2:12]([C:2]1[CH:1]=[C:6]([OH:7])[CH:5]=[CH:4][C:3]=1[CH3:8])[CH2:11][CH:10]=[CH2:9]. (4) Given the reactants Cl[Si](C)(C)C.[CH:6]1[C:12]([NH2:13])=[N:11][C:9](=[O:10])[N:8]([C@@H:14]2[O:18][C@H:17]([CH2:19][OH:20])[C@@H:16]([OH:21])[C@@H:15]2[OH:22])[CH:7]=1.N1C=CC=CC=1.[N+:29]([C:32]1[S:36][C:35]([CH2:37][OH:38])=[CH:34][CH:33]=1)([O-:31])=[O:30].[C:39](Cl)(Cl)=[O:40], predict the reaction product. The product is: [N+:29]([C:32]1[S:36][C:35]([CH2:37][O:38][C:39]([NH:13][C:12]2[CH:6]=[CH:7][N:8]([C@@H:14]3[O:18][C@H:17]([CH2:19][OH:20])[C@@H:16]([OH:21])[C@@H:15]3[OH:22])[C:9](=[O:10])[N:11]=2)=[O:40])=[CH:34][CH:33]=1)([O-:31])=[O:30].